From a dataset of Reaction yield outcomes from USPTO patents with 853,638 reactions. Predict the reaction yield, written as a fraction of the theoretical maximum amount of product (1.0 means a 100% yield; for example, 0.34 means a 34% yield). (1) The reactants are Br[CH2:2][C:3]([O:5][CH2:6][C:7]1[CH:8]=[C:9]([CH:39]=[CH:40][C:41]=1[O:42][CH2:43][CH:44]1[CH2:46][CH2:45]1)[C:10]([O:12][C@H:13]([C:24]1[CH:29]=[CH:28][C:27]([O:30][CH:31]([F:33])[F:32])=[C:26]([O:34][CH2:35][CH:36]2[CH2:38][CH2:37]2)[CH:25]=1)[CH2:14][C:15]1[C:20]([Cl:21])=[CH:19][N+:18]([O-:22])=[CH:17][C:16]=1[Cl:23])=[O:11])=[O:4].[NH:47]1[CH2:52][CH2:51][CH:50]([OH:53])[CH2:49][CH2:48]1.C([O-])([O-])=O.[K+].[K+]. The catalyst is CN(C=O)C.O. The product is [Cl:21][C:20]1[CH:19]=[N+:18]([O-:22])[CH:17]=[C:16]([Cl:23])[C:15]=1[CH2:14][C@H:13]([O:12][C:10](=[O:11])[C:9]1[CH:39]=[CH:40][C:41]([O:42][CH2:43][CH:44]2[CH2:46][CH2:45]2)=[C:7]([CH2:6][O:5][C:3](=[O:4])[CH2:2][N:47]2[CH2:52][CH2:51][CH:50]([OH:53])[CH2:49][CH2:48]2)[CH:8]=1)[C:24]1[CH:29]=[CH:28][C:27]([O:30][CH:31]([F:33])[F:32])=[C:26]([O:34][CH2:35][CH:36]2[CH2:37][CH2:38]2)[CH:25]=1. The yield is 0.350. (2) The reactants are C([O:3][C:4]([C:6]1[C:10]([CH3:11])=[C:9]([Si](C)(C)C)[NH:8][N:7]=1)=[O:5])C.[OH-].[Na+].Cl. The catalyst is CCO. The product is [CH3:11][C:10]1[C:6]([C:4]([OH:5])=[O:3])=[N:7][NH:8][CH:9]=1. The yield is 0.990. (3) The reactants are [CH2:1]([N:3]([CH2:19][CH3:20])[CH2:4][CH2:5][N:6]1[CH2:11][CH2:10][C:9]2[NH:12][C:13]([CH:16]=O)=[C:14]([CH3:15])[C:8]=2[C:7]1=[O:18])[CH3:2].[CH3:21][O:22][C:23]1[CH:28]=[CH:27][C:26]([C:29]2[CH:30]=[C:31]3[C:35](=[CH:36][CH:37]=2)[NH:34][C:33](=[O:38])[CH2:32]3)=[CH:25][CH:24]=1. No catalyst specified. The product is [CH2:1]([N:3]([CH2:19][CH3:20])[CH2:4][CH2:5][N:6]1[CH2:11][CH2:10][C:9]2[NH:12][C:13]([CH:16]=[C:32]3[C:31]4[C:35](=[CH:36][CH:37]=[C:29]([C:26]5[CH:27]=[CH:28][C:23]([O:22][CH3:21])=[CH:24][CH:25]=5)[CH:30]=4)[NH:34][C:33]3=[O:38])=[C:14]([CH3:15])[C:8]=2[C:7]1=[O:18])[CH3:2]. The yield is 0.670. (4) The product is [CH2:12]([O:10][C:9]([C:7]1[N:8]([CH2:12][C:13]2[CH:18]=[CH:17][CH:16]=[CH:15][CH:14]=2)[C:4]([N+:1]([O-:3])=[O:2])=[CH:5][CH:6]=1)=[O:11])[C:13]1[CH:18]=[CH:17][CH:16]=[CH:15][CH:14]=1. The yield is 0.280. The reactants are [N+:1]([C:4]1[NH:8][C:7]([C:9]([OH:11])=[O:10])=[CH:6][CH:5]=1)([O-:3])=[O:2].[CH2:12](Br)[C:13]1[CH:18]=[CH:17][CH:16]=[CH:15][CH:14]=1. The catalyst is CN1C(=O)CCC1. (5) The reactants are [Br:1][C:2]1[CH:3]=[C:4]([CH:23]=[CH:24][CH:25]=1)[O:5][C:6]1[CH:7]=[C:8]([S:14][C:15]2[CH:20]=[CH:19][CH:18]=[C:17]([O:21][CH3:22])[CH:16]=2)[C:9]([C:12]#N)=[N:10][CH:11]=1.[OH-:26].[K+].CCO.Cl.[OH2:32]. No catalyst specified. The product is [Br:1][C:2]1[CH:3]=[C:4]([CH:23]=[CH:24][CH:25]=1)[O:5][C:6]1[CH:7]=[C:8]([S:14][C:15]2[CH:20]=[CH:19][CH:18]=[C:17]([O:21][CH3:22])[CH:16]=2)[C:9]([C:12]([OH:32])=[O:26])=[N:10][CH:11]=1. The yield is 1.00. (6) The yield is 0.350. The product is [Cl:9][CH2:10][CH:11]1[O:8][CH2:7][CH:2]2[CH2:3][O:4][CH2:5][CH2:6][N:1]2[CH2:13]1. No catalyst specified. The reactants are [NH:1]1[CH2:6][CH2:5][O:4][CH2:3][C@H:2]1[CH2:7][OH:8].[Cl:9][CH2:10][CH:11]1[CH2:13]O1. (7) The reactants are [Cl:1][C:2]1[CH:6]=[N:5][N:4]([CH3:7])[C:3]=1[C:8]1[CH:9]=[C:10]([NH2:16])[CH:11]=[CH:12][C:13]=1[O:14][CH3:15].[CH:17]([C:20]1[CH:25]=[CH:24][C:23]([N:26]=[C:27]=[O:28])=[CH:22][CH:21]=1)([CH3:19])[CH3:18]. No catalyst specified. The product is [Cl:1][C:2]1[CH:6]=[N:5][N:4]([CH3:7])[C:3]=1[C:8]1[CH:9]=[C:10]([NH:16][C:27]([NH:26][C:23]2[CH:24]=[CH:25][C:20]([CH:17]([CH3:19])[CH3:18])=[CH:21][CH:22]=2)=[O:28])[CH:11]=[CH:12][C:13]=1[O:14][CH3:15]. The yield is 0.0200. (8) The product is [CH2:1]([O:8][CH2:9][C@H:10]([OH:12])[CH2:11][CH2:15][CH:14]=[CH2:13])[C:2]1[CH:3]=[CH:4][CH:5]=[CH:6][CH:7]=1. The reactants are [CH2:1]([O:8][CH2:9][C@H:10]1[O:12][CH2:11]1)[C:2]1[CH:7]=[CH:6][CH:5]=[CH:4][CH:3]=1.[CH2:13]([Mg]Cl)[CH:14]=[CH2:15].O. The catalyst is C1COCC1. The yield is 0.350.